Task: Binary Classification. Given a drug SMILES string, predict its activity (active/inactive) in a high-throughput screening assay against a specified biological target.. Dataset: Orexin1 receptor HTS with 218,158 compounds and 233 confirmed actives (1) The compound is O1N=C(CC1Cn1nc(cc1C(=O)N1CCOCC1)c1ccccc1)c1cccnc1. The result is 0 (inactive). (2) The compound is Clc1c(cc(NC(=O)Cc2cc(OC)c(OC)c(OC)c2)cc1)C(F)(F)F. The result is 0 (inactive). (3) The molecule is O=C1C2=C3C(C4C(C2C)C(=O)N(C4=O)CC(OC)=O)CC(=CC(C3C1(NC(=O)c1ccccc1)C)C(OC)=O)C(OC)=O. The result is 0 (inactive). (4) The drug is o1c2c(c3CCCCc3c1=O)ccc(OCC(=O)N(CC)CC)c2. The result is 0 (inactive). (5) The compound is Clc1c(CCNC(=O)c2c3n(nc2)c(cc(n3)C)C(F)F)cccc1. The result is 0 (inactive). (6) The compound is Brc1cc(C(OC(C(=O)Nc2ccc(S(=O)(=O)N3CCCC3)cc2)C)=O)c(O)cc1. The result is 0 (inactive). (7) The drug is O=C(C1CCCN(C1)C(=O)CCn1nnnc1)c1cc(OC(C)C)ccc1. The result is 0 (inactive). (8) The molecule is s1c(c2nc3n(c2NCCC(C)C)cccc3)ccc1. The result is 0 (inactive). (9) The drug is S(=O)(=O)(NC(c1onc(n1)c1ccc(OC)cc1)C)c1ccc(NC(=O)C)cc1. The result is 0 (inactive).